Dataset: Full USPTO retrosynthesis dataset with 1.9M reactions from patents (1976-2016). Task: Predict the reactants needed to synthesize the given product. (1) Given the product [NH:21]([C:19]([C:6]1[N:7]([CH2:11][C:12]([O:14][C:15]([CH3:18])([CH3:17])[CH3:16])=[O:13])[C:8]2[C:4]([CH:5]=1)=[CH:3][C:2]([NH:1][C:38](=[O:39])[CH2:37][C:36]([CH3:42])([CH3:41])[CH3:35])=[CH:10][CH:9]=2)=[O:20])[C:22]1[CH:23]=[CH:24][CH:25]=[CH:26][CH:27]=1, predict the reactants needed to synthesize it. The reactants are: [NH2:1][C:2]1[CH:3]=[C:4]2[C:8](=[CH:9][CH:10]=1)[N:7]([CH2:11][C:12]([O:14][C:15]([CH3:18])([CH3:17])[CH3:16])=[O:13])[C:6]([C:19]([NH:21][C:22]1[CH:27]=[CH:26][CH:25]=[CH:24][CH:23]=1)=[O:20])=[CH:5]2.C(N(CC)CC)C.[CH3:35][C:36]([CH3:42])([CH3:41])[CH2:37][C:38](Cl)=[O:39].Cl. (2) Given the product [Br:30][C:13]1[S:14][C:10]([N:9]([CH:6]2[CH2:5][CH2:4][CH:3]([N:2]([CH3:1])[CH3:22])[CH2:8][CH2:7]2)[CH2:20][CH3:21])=[C:11]([CH3:19])[C:12]=1[C:15]([O:17][CH3:18])=[O:16], predict the reactants needed to synthesize it. The reactants are: [CH3:1][N:2]([CH3:22])[CH:3]1[CH2:8][CH2:7][CH:6]([N:9]([CH2:20][CH3:21])[C:10]2[S:14][CH:13]=[C:12]([C:15]([O:17][CH3:18])=[O:16])[C:11]=2[CH3:19])[CH2:5][CH2:4]1.C1C(=O)N([Br:30])C(=O)C1. (3) Given the product [CH3:39][O:40][C:41](=[O:50])[C:42]1[CH:43]=[C:45]([Cl:49])[CH:46]=[CH:47][C:48]=1[O:38][CH2:37][CH2:36][CH2:35][Br:34], predict the reactants needed to synthesize it. The reactants are: C1(P(C2C=CC=CC=2)C2C=CC=CC=2)C=CC=CC=1.CC(OC(/N=N/C(OC(C)C)=O)=O)C.[Br:34][CH2:35][CH2:36][CH2:37][OH:38].[CH3:39][O:40][C:41](=[O:50])[C:42]1[C:43](=[C:45]([Cl:49])[CH:46]=[CH:47][CH:48]=1)O. (4) Given the product [CH3:36][N:37]([CH3:38])[C:29](=[O:31])[CH2:28][N:25]1[CH:26]=[CH:27][C:23]([C:20]2[CH:21]=[N:22][C:17]3[N:18]([C:14]([C:11]4([C:7]5[CH:6]=[C:5]6[C:10](=[CH:9][CH:8]=5)[N:1]=[CH:2][CH:3]=[CH:4]6)[CH2:13][CH2:12]4)=[CH:15][N:16]=3)[CH:19]=2)=[N:24]1, predict the reactants needed to synthesize it. The reactants are: [N:1]1[C:10]2[C:5](=[CH:6][C:7]([C:11]3([C:14]4[N:18]5[CH:19]=[C:20]([C:23]6[CH:27]=[CH:26][N:25]([CH2:28][C:29]([O:31]C(C)(C)C)=O)[N:24]=6)[CH:21]=[N:22][C:17]5=[N:16][CH:15]=4)[CH2:13][CH2:12]3)=[CH:8][CH:9]=2)[CH:4]=[CH:3][CH:2]=1.[CH3:36][NH:37][CH3:38].F[P-](F)(F)(F)(F)F.N1(O[P+](N(C)C)(N(C)C)N(C)C)C2C=CC=CC=2N=N1.C(N(CC)C(C)C)(C)C.